From a dataset of Catalyst prediction with 721,799 reactions and 888 catalyst types from USPTO. Predict which catalyst facilitates the given reaction. (1) Reactant: CCCCCCC.[N+:8]([CH2:11][C@:12]1([CH2:19][C:20]([O:22]CC)=[O:21])[CH2:18][C@@H:17]2[C@H:13]1[CH2:14][CH2:15][CH2:16]2)([O-:10])=[O:9].O1CCCC1.[OH-].[Na+]. Product: [N+:8]([CH2:11][C@:12]1([CH2:19][C:20]([OH:22])=[O:21])[CH2:18][C@@H:17]2[C@H:13]1[CH2:14][CH2:15][CH2:16]2)([O-:10])=[O:9]. The catalyst class is: 6. (2) Reactant: [Cl:1][C:2]1[CH:7]=[CH:6][C:5]([C:8]2[CH:13]=[CH:12][C:11]([C:14](=O)[CH2:15][CH2:16][C:17]([OH:19])=[O:18])=[CH:10][CH:9]=2)=[C:4]([F:21])[CH:3]=1.Cl.[NH2:23][OH:24].C(=O)([O-])[O-].[Na+].[Na+]. Product: [Cl:1][C:2]1[CH:7]=[CH:6][C:5]([C:8]2[CH:13]=[CH:12][C:11]([C:14](=[N:23][OH:24])[CH2:15][CH2:16][C:17]([OH:19])=[O:18])=[CH:10][CH:9]=2)=[C:4]([F:21])[CH:3]=1. The catalyst class is: 8. (3) Reactant: [C:1]([O:4][C@@H:5]([C@H:8]([C@@H:13]([C@@H:18]([CH2:23][O:24][C:25](=[O:27])[CH3:26])[O:19][C:20](=[O:22])[CH3:21])[O:14][C:15](=[O:17])[CH3:16])[O:9][C:10](=O)[CH3:11])C=O)(=[O:3])[CH3:2].O.NN.C[C:32]1(C)[O:39]C(=O)CC(=O)[O:33]1.C(N(CC)CC)C. The catalyst class is: 10. Product: [C:25]([O:24][CH:23]1[CH:18]([O:19][C:20](=[O:22])[CH3:21])[CH:13]([O:14][C:15](=[O:17])[CH3:16])[CH:8]([CH2:5][O:4][C:1](=[O:3])[CH3:2])[O:9][CH:10]1[CH2:11][C:32]([OH:39])=[O:33])(=[O:27])[CH3:26]. (4) The catalyst class is: 4. Product: [CH:1]1([CH2:4][C:5]([N:22]([O:23][CH3:24])[CH3:21])=[O:7])[CH2:3][CH2:2]1. Reactant: [CH:1]1([CH2:4][C:5]([OH:7])=O)[CH2:3][CH2:2]1.C(N1C=CN=C1)(N1C=CN=C1)=O.Cl.[CH3:21][NH:22][O:23][CH3:24].